This data is from Full USPTO retrosynthesis dataset with 1.9M reactions from patents (1976-2016). The task is: Predict the reactants needed to synthesize the given product. Given the product [O:1]=[C:2]1[NH:6][C:5](=[O:7])[CH:4]([CH2:8][C:9]2[CH:14]=[CH:13][C:12]([C:15]3[CH:20]=[CH:19][CH:18]=[C:17]([CH2:21][N:22]([CH3:32])[C:23](=[O:31])[CH2:24][CH2:25][CH2:26][CH2:27][CH2:28][CH2:29][CH3:30])[CH:16]=3)=[CH:11][CH:10]=2)[S:3]1, predict the reactants needed to synthesize it. The reactants are: [O:1]=[C:2]1[NH:6][C:5](=[O:7])[C:4](=[CH:8][C:9]2[CH:14]=[CH:13][C:12]([C:15]3[CH:20]=[CH:19][CH:18]=[C:17]([CH2:21][N:22]([CH3:32])[C:23](=[O:31])[CH2:24][CH2:25][CH2:26][CH2:27][CH2:28][CH2:29][CH3:30])[CH:16]=3)=[CH:11][CH:10]=2)[S:3]1.